This data is from Forward reaction prediction with 1.9M reactions from USPTO patents (1976-2016). The task is: Predict the product of the given reaction. (1) Given the reactants C1(P(C2C=CC=CC=2)C2C=CC=CC=2)C=CC=CC=1.[C:20]([O:39][CH2:40][CH2:41][CH2:42][CH2:43][CH2:44]O)([C:33]1[CH:38]=[CH:37][CH:36]=[CH:35][CH:34]=1)([C:27]1[CH:32]=[CH:31][CH:30]=[CH:29][CH:28]=1)[C:21]1[CH:26]=[CH:25][CH:24]=[CH:23][CH:22]=1.[C:46]([N:54]1[C:59](=[O:60])[CH:58]=[CH:57][NH:56][C:55]1=[O:61])(=[O:53])[C:47]1[CH:52]=[CH:51][CH:50]=[CH:49][CH:48]=1.CC(OC(/N=N/C(OC(C)C)=O)=O)C, predict the reaction product. The product is: [C:46]([N:54]1[C:59](=[O:60])[CH:58]=[CH:57][N:56]([CH2:44][CH2:43][CH2:42][CH2:41][CH2:40][O:39][C:20]([C:33]2[CH:34]=[CH:35][CH:36]=[CH:37][CH:38]=2)([C:21]2[CH:22]=[CH:23][CH:24]=[CH:25][CH:26]=2)[C:27]2[CH:32]=[CH:31][CH:30]=[CH:29][CH:28]=2)[C:55]1=[O:61])(=[O:53])[C:47]1[CH:48]=[CH:49][CH:50]=[CH:51][CH:52]=1. (2) Given the reactants [N:1]1([S:7]([C:10]2[CH:11]=[C:12]([CH:16]=[CH:17][CH:18]=2)[C:13]([OH:15])=O)(=[O:9])=[O:8])[CH2:6][CH2:5][CH2:4][CH2:3][CH2:2]1.[NH2:19][C:20]1[CH:25]=[CH:24][C:23]([C:26]([F:29])([F:28])[F:27])=[CH:22][CH:21]=1, predict the reaction product. The product is: [N:1]1([S:7]([C:10]2[CH:11]=[C:12]([CH:16]=[CH:17][CH:18]=2)[C:13]([NH:19][C:20]2[CH:25]=[CH:24][C:23]([C:26]([F:27])([F:28])[F:29])=[CH:22][CH:21]=2)=[O:15])(=[O:8])=[O:9])[CH2:2][CH2:3][CH2:4][CH2:5][CH2:6]1.